Dataset: Catalyst prediction with 721,799 reactions and 888 catalyst types from USPTO. Task: Predict which catalyst facilitates the given reaction. (1) Reactant: [CH2:1]([O:3][C:4](=[O:16])[C:5]1[C:10]([F:11])=[C:9]([F:12])[C:8](F)=[C:7]([F:14])[C:6]=1[F:15])[CH3:2].N([O-])=[O:18].[Na+].Cl. Product: [CH2:1]([O:3][C:4](=[O:16])[C:5]1[C:10]([F:11])=[C:9]([F:12])[C:8]([OH:18])=[C:7]([F:14])[C:6]=1[F:15])[CH3:2]. The catalyst class is: 16. (2) Reactant: [CH3:1][C:2]1([CH3:10])[O:9][C:7](=[O:8])[CH2:6][C:4](=[O:5])[O:3]1.[CH3:11][O:12][C:13](=[O:23])[C:14]1[CH:22]=[CH:21][C:17]([C:18](O)=[O:19])=[CH:16][CH:15]=1.C(Cl)CCl. Product: [CH3:11][O:12][C:13](=[O:23])[C:14]1[CH:22]=[CH:21][C:17]([C:18]([CH:6]2[C:7](=[O:8])[O:9][C:2]([CH3:10])([CH3:1])[O:3][C:4]2=[O:5])=[O:19])=[CH:16][CH:15]=1. The catalyst class is: 79. (3) The catalyst class is: 21. Product: [CH2:19]([N:1]([CH2:19][C:20]1[CH:25]=[CH:24][CH:23]=[CH:22][CH:21]=1)[C:2]1[C:11]2[C:6](=[CH:7][CH:8]=[C:9]([O:16][CH2:13][C:2]3[CH:3]=[CH:4][CH:5]=[CH:6][CH:11]=3)[CH:10]=2)[CH:5]=[CH:4][CH:3]=1)[C:20]1[CH:25]=[CH:24][CH:23]=[CH:22][CH:21]=1. Reactant: [NH2:1][C:2]1[CH:3]=[CH:4][CH:5]=[C:6]2[C:11]=1[CH:10]=[C:9](O)[CH:8]=[CH:7]2.[C:13](=[O:16])([O-])[O-].[K+].[K+].[CH2:19](Br)[C:20]1[CH:25]=[CH:24][CH:23]=[CH:22][CH:21]=1. (4) Reactant: [C:1]([O:5][C:6]([NH:8][C:9]1([CH2:12][CH:13]2[CH2:17][CH2:16][N:15]([C@@H](C3C=CC=CC=3)C)[CH2:14]2)[CH2:11][CH2:10]1)=[O:7])([CH3:4])([CH3:3])[CH3:2].Cl[C:27]([O:29][CH2:30][C:31]1[CH:36]=[CH:35][CH:34]=[CH:33][CH:32]=1)=[O:28]. Product: [CH2:30]([O:29][C:27]([N:15]1[CH2:16][CH2:17][CH:13]([CH2:12][C:9]2([NH:8][C:6]([O:5][C:1]([CH3:4])([CH3:3])[CH3:2])=[O:7])[CH2:10][CH2:11]2)[CH2:14]1)=[O:28])[C:31]1[CH:36]=[CH:35][CH:34]=[CH:33][CH:32]=1. The catalyst class is: 4. (5) Reactant: [CH2:1]([N:8]1[C:13]([C:14]2[C:18]([Cl:19])=[C:17]([O:20][CH:21]([F:23])[F:22])[N:16]([CH3:24])[N:15]=2)=[C:12]([F:25])[CH:11]=[C:10]([Cl:26])[C:9]1=O)[C:2]1[CH:7]=[CH:6][CH:5]=[CH:4][CH:3]=1.C1(C)C=CC=CC=1.COC1C=CC(P2(SP(C3C=CC(OC)=CC=3)(=S)S2)=[S:44])=CC=1. Product: [CH2:1]([N:8]1[C:13]([C:14]2[C:18]([Cl:19])=[C:17]([O:20][CH:21]([F:23])[F:22])[N:16]([CH3:24])[N:15]=2)=[C:12]([F:25])[CH:11]=[C:10]([Cl:26])[C:9]1=[S:44])[C:2]1[CH:7]=[CH:6][CH:5]=[CH:4][CH:3]=1. The catalyst class is: 2. (6) Reactant: CON(C)[C:4]([C:6]1[S:10][C:9]([C:11]2[CH:12]=[N:13][CH:14]=[CH:15][CH:16]=2)=[N:8][CH:7]=1)=[O:5].[CH3:18][Mg]Br.O. Product: [N:13]1[CH:14]=[CH:15][CH:16]=[C:11]([C:9]2[S:10][C:6]([C:4](=[O:5])[CH3:18])=[CH:7][N:8]=2)[CH:12]=1. The catalyst class is: 165.